This data is from Catalyst prediction with 721,799 reactions and 888 catalyst types from USPTO. The task is: Predict which catalyst facilitates the given reaction. (1) Reactant: [N+:1]([C:4]1[CH:16]=[CH:15][C:7]([O:8][CH2:9][C:10]([O:12]CC)=[O:11])=[C:6]([C:17]([C:19]2[CH:20]=[N:21][N:22]([C:24]3[CH:29]=[CH:28][CH:27]=[CH:26][CH:25]=3)[CH:23]=2)=[O:18])[CH:5]=1)([O-])=O. Product: [NH2:1][C:4]1[CH:16]=[CH:15][C:7]([O:8][CH2:9][C:10]([OH:12])=[O:11])=[C:6]([C:17]([C:19]2[CH:20]=[N:21][N:22]([C:24]3[CH:29]=[CH:28][CH:27]=[CH:26][CH:25]=3)[CH:23]=2)=[O:18])[CH:5]=1. The catalyst class is: 19. (2) Reactant: ClCCl.C[O:5][C:6]1[CH:7]=[CH:8][C:9]2[NH:14][C:13](=[O:15])[O:12][C:11]([CH3:17])([CH3:16])[C:10]=2[CH:18]=1.B(Br)(Br)Br.ClCCl. Product: [OH:5][C:6]1[CH:7]=[CH:8][C:9]2[NH:14][C:13](=[O:15])[O:12][C:11]([CH3:16])([CH3:17])[C:10]=2[CH:18]=1. The catalyst class is: 6. (3) Reactant: O.[OH-].[Na+].Cl.[Cl:5][C:6]1[CH:11]=[CH:10][N:9]=[C:8]([C:12]([NH:14][CH3:15])=[O:13])[CH:7]=1. Product: [Cl:5][C:6]1[CH:11]=[CH:10][N:9]=[C:8]([C:12]([NH:14][CH3:15])=[O:13])[CH:7]=1. The catalyst class is: 11. (4) Reactant: [Cl:1][C:2]1[C:3](F)=[C:4]([CH:7]=[CH:8][CH:9]=1)[CH:5]=O.C[CH:12]([SH:16])[C:13]([O-:15])=[O:14].[CH2:17](NCC)C. Product: [Cl:1][C:2]1[C:3]2[S:16][C:12]([C:13]([O:15][CH3:17])=[O:14])=[CH:5][C:4]=2[CH:7]=[CH:8][CH:9]=1. The catalyst class is: 58.